From a dataset of Reaction yield outcomes from USPTO patents with 853,638 reactions. Predict the reaction yield, written as a fraction of the theoretical maximum amount of product (1.0 means a 100% yield; for example, 0.34 means a 34% yield). (1) The reactants are [F:1][C:2]1[CH:7]=[C:6]([N+:8]([O-:10])=[O:9])[CH:5]=[C:4](I)[CH:3]=1.[NH2:12][C:13]1[CH:14]=[N:15][CH:16]=[N:17][CH:18]=1.C([O-])([O-])=O.[Cs+].[Cs+].C1(P(C2C=CC=CC=2)C2C3OC4C(=CC=CC=4P(C4C=CC=CC=4)C4C=CC=CC=4)C(C)(C)C=3C=CC=2)C=CC=CC=1. The catalyst is C1C=CC(/C=C/C(/C=C/C2C=CC=CC=2)=O)=CC=1.C1C=CC(/C=C/C(/C=C/C2C=CC=CC=2)=O)=CC=1.C1C=CC(/C=C/C(/C=C/C2C=CC=CC=2)=O)=CC=1.[Pd].[Pd].O1CCOCC1. The product is [F:1][C:2]1[CH:3]=[C:4]([NH:12][C:13]2[CH:14]=[N:15][CH:16]=[N:17][CH:18]=2)[CH:5]=[C:6]([N+:8]([O-:10])=[O:9])[CH:7]=1. The yield is 0.930. (2) The reactants are C1(P(C2C=CC=CC=2)C2C=CC=CC=2)C=CC=CC=1.[CH3:20][O:21][C:22]([C@@H:24]1[CH2:28][C@@H:27](O)[CH2:26][N:25]1[C:30]([O:32][C:33]([CH3:36])([CH3:35])[CH3:34])=[O:31])=[O:23].C(Br)(Br)(Br)[Br:38].C(O)C. The catalyst is ClCCl. The product is [CH3:20][O:21][C:22]([C@@H:24]1[CH2:28][C@H:27]([Br:38])[CH2:26][N:25]1[C:30]([O:32][C:33]([CH3:36])([CH3:35])[CH3:34])=[O:31])=[O:23]. The yield is 0.850.